From a dataset of Full USPTO retrosynthesis dataset with 1.9M reactions from patents (1976-2016). Predict the reactants needed to synthesize the given product. Given the product [N+:18]([C:17]1[CH:16]=[CH:15][CH:14]=[CH:13][C:12]=1[CH3:2])([O-:20])=[O:19].[F:40][C:41]1[CH:55]=[CH:54][CH:53]=[C:52]([O:56][CH3:57])[C:42]=1[O:43][C:44]1[CH:50]=[C:49]([CH3:51])[CH:48]=[CH:47][C:45]=1[NH:46][C:3]([NH:58][C:59]1[S:60][CH:61]=[CH:62][N:63]=1)=[O:10], predict the reactants needed to synthesize it. The reactants are: F[C:2]1C=CC=C(OC)[C:3]=1[OH:10].F[C:12]1[CH:13]=[C:14](C)[CH:15]=[CH:16][C:17]=1[N+:18]([O-:20])=[O:19].FC1C=CC(N)=C(OC2C(OC)=CC=CC=2F)C=1.[F:40][C:41]1[CH:55]=[CH:54][CH:53]=[C:52]([O:56][CH3:57])[C:42]=1[O:43][C:44]1[CH:50]=[C:49]([CH3:51])[CH:48]=[CH:47][C:45]=1[NH2:46].[NH2:58][C:59]1[S:60][CH:61]=[CH:62][N:63]=1.